Task: Predict the reaction yield, written as a fraction of the theoretical maximum amount of product (1.0 means a 100% yield; for example, 0.34 means a 34% yield).. Dataset: Reaction yield outcomes from USPTO patents with 853,638 reactions (1) The reactants are [N:1]1[CH:6]=[CH:5][CH:4]=[C:3]([CH:7]=[N:8][N:9]2[CH2:18][C:17]3[C:12](=[CH:13][CH:14]=[C:15]([C:19]([F:28])([C:24]([F:27])([F:26])[F:25])[C:20]([F:23])([F:22])[F:21])[CH:16]=3)[NH:11][C:10]2=[O:29])[CH:2]=1.[H-].[Na+].[CH3:32]I. The catalyst is CN(C)C=O. The product is [CH3:32][N:11]1[C:12]2[C:17](=[CH:16][C:15]([C:19]([F:28])([C:24]([F:25])([F:26])[F:27])[C:20]([F:22])([F:21])[F:23])=[CH:14][CH:13]=2)[CH2:18][N:9]([N:8]=[CH:7][C:3]2[CH:2]=[N:1][CH:6]=[CH:5][CH:4]=2)[C:10]1=[O:29]. The yield is 0.507. (2) The reactants are [Br:1][C:2]1[C:3]([N:16]([CH3:21])[S:17]([CH3:20])(=[O:19])=[O:18])=[CH:4][C:5]2[O:9][C:8](I)=[C:7]([C:11]([NH:13][CH3:14])=[O:12])[C:6]=2[CH:15]=1.[CH:22]([N:25]1[C:29](B(O)O)=[CH:28][CH:27]=[N:26]1)([CH3:24])[CH3:23].C([O-])([O-])=O.[Na+].[Na+]. The catalyst is O1CCOCC1.O. The product is [Br:1][C:2]1[C:3]([N:16]([CH3:21])[S:17]([CH3:20])(=[O:19])=[O:18])=[CH:4][C:5]2[O:9][C:8]([C:29]3[N:25]([CH:22]([CH3:24])[CH3:23])[N:26]=[CH:27][CH:28]=3)=[C:7]([C:11]([NH:13][CH3:14])=[O:12])[C:6]=2[CH:15]=1. The yield is 0.500. (3) The yield is 0.430. The catalyst is ClCCl. The product is [OH:55][C:48]1[C:47]([CH2:46][NH:45][C:11]([C:9]2[CH:8]=[CH:7][C:6]3[CH:2]([CH3:1])[CH2:3][O:4][C:5]=3[CH:10]=2)=[O:13])=[C:52]([CH3:53])[CH:51]=[C:50]([CH3:54])[N:49]=1. The reactants are [CH3:1][CH:2]1[C:6]2[CH:7]=[CH:8][C:9]([C:11]([OH:13])=O)=[CH:10][C:5]=2[O:4][CH2:3]1.F[P-](F)(F)(F)(F)F.N1(OC(N(C)C)=[N+](C)C)C2N=CC=CC=2N=N1.C(N(CC)CC)C.[NH2:45][CH2:46][C:47]1[C:48]([OH:55])=[N:49][C:50]([CH3:54])=[CH:51][C:52]=1[CH3:53]. (4) The reactants are [C:1]([NH:5][C:6]([C:8]1[C:16]2[C:11](=[N:12][CH:13]=[C:14]([NH:17][C:18]3[CH:19]=[N:20][C:21]([CH3:24])=[CH:22][CH:23]=3)[N:15]=2)[N:10](COCC[Si](C)(C)C)[CH:9]=1)=[O:7])([CH3:4])([CH3:3])[CH3:2].FC(F)(F)C(O)=O.CO.[OH-].[NH4+]. The catalyst is ClCCl. The product is [C:1]([NH:5][C:6]([C:8]1[C:16]2[C:11](=[N:12][CH:13]=[C:14]([NH:17][C:18]3[CH:19]=[N:20][C:21]([CH3:24])=[CH:22][CH:23]=3)[N:15]=2)[NH:10][CH:9]=1)=[O:7])([CH3:4])([CH3:3])[CH3:2]. The yield is 0.840. (5) The yield is 0.310. The catalyst is O1CCOCC1.O.[Os](=O)(=O)(=O)=O. The product is [N:7]1[C:6]2[S:9][CH2:10][CH2:11][O:12][C:5]=2[CH:4]=[C:3]([CH:1]=[O:14])[N:8]=1. The reactants are [CH:1]([C:3]1[N:8]=[N:7][C:6]2[S:9][CH2:10][CH2:11][O:12][C:5]=2[CH:4]=1)=C.I([O-])(=O)(=O)=[O:14].[Na+].C(=O)(O)[O-].[Na+].